From a dataset of Forward reaction prediction with 1.9M reactions from USPTO patents (1976-2016). Predict the product of the given reaction. (1) Given the reactants Cl.[NH:2]1[C:7]2[N:8]=[CH:9][CH:10]=[CH:11][C:6]=2[C:5]2([CH2:16][CH2:15][NH:14][CH2:13][CH2:12]2)[O:4][C:3]1=[O:17].Cl[C:19]1[N:24]=[C:23]([O:25][CH3:26])[N:22]=[C:21]([O:27][C:28]2[CH:37]=[C:36]([CH3:38])[C:31]3[NH:32][C:33](=[O:35])[O:34][C:30]=3[CH:29]=2)[CH:20]=1.CCN(C(C)C)C(C)C.O, predict the reaction product. The product is: [CH3:26][O:25][C:23]1[N:24]=[C:19]([N:14]2[CH2:13][CH2:12][C:5]3([O:4][C:3](=[O:17])[NH:2][C:7]4[N:8]=[CH:9][CH:10]=[CH:11][C:6]3=4)[CH2:16][CH2:15]2)[CH:20]=[C:21]([O:27][C:28]2[CH:37]=[C:36]([CH3:38])[C:31]3[NH:32][C:33](=[O:35])[O:34][C:30]=3[CH:29]=2)[N:22]=1. (2) Given the reactants [H-].[Na+].[CH2:3]([O:10][C:11]1[CH:16]=[CH:15][C:14]([C:17]2[NH:26][C:20]3[N:21]=[CH:22][N:23]=[C:24]([Cl:25])[C:19]=3[CH:18]=2)=[CH:13][CH:12]=1)[C:4]1[CH:9]=[CH:8][CH:7]=[CH:6][CH:5]=1.Cl[CH2:28][O:29][CH2:30][CH2:31][Si:32]([CH3:35])([CH3:34])[CH3:33].O, predict the reaction product. The product is: [CH2:3]([O:10][C:11]1[CH:12]=[CH:13][C:14]([C:17]2[N:26]([CH2:28][O:29][CH2:30][CH2:31][Si:32]([CH3:35])([CH3:34])[CH3:33])[C:20]3[N:21]=[CH:22][N:23]=[C:24]([Cl:25])[C:19]=3[CH:18]=2)=[CH:15][CH:16]=1)[C:4]1[CH:5]=[CH:6][CH:7]=[CH:8][CH:9]=1.